From a dataset of Retrosynthesis with 50K atom-mapped reactions and 10 reaction types from USPTO. Predict the reactants needed to synthesize the given product. (1) Given the product OCc1ccc(Cl)nc1, predict the reactants needed to synthesize it. The reactants are: COC(=O)c1ccc(Cl)nc1. (2) Given the product COc1ccc(-n2nc(C)c3c(C#N)ccnc32)cc1, predict the reactants needed to synthesize it. The reactants are: COc1ccc(-n2nc(C)c3c(Br)ccnc32)cc1.N#C[Cu]. (3) Given the product N#Cc1ccccc1CNc1ccc2c(=O)[nH]c3ncccc3c2c1, predict the reactants needed to synthesize it. The reactants are: N#Cc1ccccc1CBr.Nc1ccc2c(=O)[nH]c3ncccc3c2c1.